From a dataset of NCI-60 drug combinations with 297,098 pairs across 59 cell lines. Regression. Given two drug SMILES strings and cell line genomic features, predict the synergy score measuring deviation from expected non-interaction effect. Drug 1: C1=CC(=CC=C1C#N)C(C2=CC=C(C=C2)C#N)N3C=NC=N3. Drug 2: CCC1=C2CN3C(=CC4=C(C3=O)COC(=O)C4(CC)O)C2=NC5=C1C=C(C=C5)O. Cell line: A498. Synergy scores: CSS=21.0, Synergy_ZIP=-3.85, Synergy_Bliss=0.693, Synergy_Loewe=-62.6, Synergy_HSA=-2.21.